This data is from Full USPTO retrosynthesis dataset with 1.9M reactions from patents (1976-2016). The task is: Predict the reactants needed to synthesize the given product. (1) Given the product [NH2:8][C@H:9]1[CH2:14][CH2:13][CH2:12][N:11]([CH2:15][CH2:16][O:17][C:18](=[O:23])[C:19]([CH3:21])([CH3:20])[CH3:22])[CH2:10]1, predict the reactants needed to synthesize it. The reactants are: C(OC([NH:8][C@H:9]1[CH2:14][CH2:13][CH2:12][N:11]([CH2:15][CH2:16][O:17][C:18](=[O:23])[C:19]([CH3:22])([CH3:21])[CH3:20])[CH2:10]1)=O)(C)(C)C.C(O)(C(F)(F)F)=O.C1(C)C=CC=CC=1. (2) Given the product [CH:1]1([C:4]2[N:8]([CH3:9])[C:7]3[CH:10]=[C:11]([N:14]4[CH:19]=[CH:18][C:17]([O:20][CH2:27][C:23]5[S:22][CH:26]=[CH:25][CH:24]=5)=[CH:16][C:15]4=[O:21])[CH:12]=[CH:13][C:6]=3[N:5]=2)[CH2:2][CH2:3]1, predict the reactants needed to synthesize it. The reactants are: [CH:1]1([C:4]2[N:8]([CH3:9])[C:7]3[CH:10]=[C:11]([N:14]4[CH:19]=[CH:18][C:17]([OH:20])=[CH:16][C:15]4=[O:21])[CH:12]=[CH:13][C:6]=3[N:5]=2)[CH2:3][CH2:2]1.[S:22]1[CH:26]=[CH:25][CH:24]=[C:23]1[CH2:27]O.C(P(CCCC)CCCC)CCC.N(C(N1CCCCC1)=O)=NC(N1CCCCC1)=O. (3) Given the product [Cl:15][C:16]1[CH:17]=[C:18]2[C:23](=[CH:24][CH:25]=1)[C:22](=[O:26])[N:21]([C:3]1[CH:4]=[C:5]([CH:9]=[O:12])[CH:6]=[N:7][CH:2]=1)[CH2:20][CH2:19]2, predict the reactants needed to synthesize it. The reactants are: [C@H]1(N)[CH2:6][CH2:5][CH2:4][CH2:3][C@@H:2]1[NH2:7].[C:9]([O-:12])([O-])=O.[Cs+].[Cs+].[Cl:15][C:16]1[CH:17]=[C:18]2[C:23](=[CH:24][CH:25]=1)[C:22](=[O:26])[NH:21][CH2:20][CH2:19]2.BrC1C(C=O)=CC=NC=1. (4) Given the product [C:1]1([CH3:14])[CH:6]=[CH:5][CH:4]=[C:3]([N:7]2[C:11]([C:17]#[N:21])=[CH:10][N:9]=[CH:8]2)[CH:2]=1.[C:15]1([CH3:28])[CH:20]=[CH:19][CH:18]=[C:17]([N:21]2[CH:25]=[C:24]([C:3]#[N:7])[N:23]=[CH:22]2)[CH:16]=1, predict the reactants needed to synthesize it. The reactants are: [C:1]1([CH3:14])[CH:6]=[CH:5][CH:4]=[C:3]([N:7]2[CH:11]=[C:10](C=O)[N:9]=[CH:8]2)[CH:2]=1.[C:15]1([CH3:28])[CH:20]=[CH:19][CH:18]=[C:17]([N:21]2[C:25](C=O)=[CH:24][N:23]=[CH:22]2)[CH:16]=1.[OH-].[NH4+].II.S([O-])([O-])(=O)=S.[Na+].[Na+]. (5) Given the product [Cl:1][C:2]1[CH:7]=[CH:6][C:5](/[CH:14]=[CH:13]/[CH:12]=[O:11])=[CH:4][CH:3]=1, predict the reactants needed to synthesize it. The reactants are: [Cl:1][C:2]1[CH:7]=[CH:6][C:5](I)=[CH:4][CH:3]=1.C([O:11][CH:12](OCC)[CH:13]=[CH2:14])C.C([O-])([O-])=O.[K+].[K+].[Cl-].[K+].Cl.